The task is: Regression/Classification. Given a drug SMILES string, predict its absorption, distribution, metabolism, or excretion properties. Task type varies by dataset: regression for continuous measurements (e.g., permeability, clearance, half-life) or binary classification for categorical outcomes (e.g., BBB penetration, CYP inhibition). Dataset: hlm.. This data is from Human liver microsome stability data. (1) The molecule is COc1ccc2[nH]c(C(=O)N3CC(=O)N(Cc4ccccc4)[C@@H](CN4CCC5(CC4)CC5)C3)cc2c1. The result is 0 (unstable in human liver microsomes). (2) The compound is Cc1nn(C)c(=O)cc1-c1ccc(OC2CCN(C3CCC3)CC2)cc1. The result is 0 (unstable in human liver microsomes). (3) The drug is Cc1cnc2c(C(F)(F)F)cccc2c1-c1cccc(Oc2ccc(S(C)(=O)=O)cc2)c1. The result is 0 (unstable in human liver microsomes). (4) The compound is CC(C)(C)c1cc(NC(=O)[C@@H]2CCCCN2CC2CCOCC2)no1. The result is 1 (stable in human liver microsomes). (5) The compound is COc1ccc2c(c1)S(=O)(=O)NC(c1c(O)c(-c3cccs3)nn(CCC(C)C)c1=O)=N2. The result is 1 (stable in human liver microsomes). (6) The compound is CC#C[C@@H](CC(=O)O)c1ccc(OCc2ccc(C(=O)N3CCN(c4ccc(F)cc4)CC3)s2)cc1. The result is 0 (unstable in human liver microsomes). (7) The compound is C[C@@H]1CCCN1CCCOc1ccc(-c2ccc(O)nn2)cc1. The result is 0 (unstable in human liver microsomes).